Dataset: Catalyst prediction with 721,799 reactions and 888 catalyst types from USPTO. Task: Predict which catalyst facilitates the given reaction. (1) Reactant: Cl[C:2]1[C:3]2[S:10][CH:9]=[CH:8][C:4]=2[N:5]=[CH:6][N:7]=1.[NH:11]1[CH2:15][CH2:14][CH:13]([OH:16])[CH2:12]1.CCN(C(C)C)C(C)C.CS(C)=O. Product: [N:5]1[C:4]2[CH:8]=[CH:9][S:10][C:3]=2[C:2]([N:11]2[CH2:15][CH2:14][CH:13]([OH:16])[CH2:12]2)=[N:7][CH:6]=1. The catalyst class is: 6. (2) Reactant: [NH2:1][C:2]1[CH:3]=[CH:4][C:5]([C:8]2[CH:13]=[CH:12][C:11]([C:14]3[N:15]([C:32]4[CH:37]=[CH:36][C:35]([Cl:38])=[CH:34][CH:33]=4)[C:16](=[O:31])[C:17]4[CH:22]=[N:21][N:20]([C:23]5[CH:24]=[C:25]([CH:28]=[CH:29][CH:30]=5)[C:26]#[N:27])[C:18]=4[N:19]=3)=[CH:10][CH:9]=2)=[N:6][CH:7]=1.Cl.C(=O)([O-])[O-].[NH4+:44].[NH4+]. Product: [NH2:1][C:2]1[CH:3]=[CH:4][C:5]([C:8]2[CH:9]=[CH:10][C:11]([C:14]3[N:15]([C:32]4[CH:33]=[CH:34][C:35]([Cl:38])=[CH:36][CH:37]=4)[C:16](=[O:31])[C:17]4[CH:22]=[N:21][N:20]([C:23]5[CH:24]=[C:25]([CH:28]=[CH:29][CH:30]=5)[C:26]([NH2:44])=[NH:27])[C:18]=4[N:19]=3)=[CH:12][CH:13]=2)=[N:6][CH:7]=1. The catalyst class is: 5. (3) Reactant: [F:1][C:2]1[CH:15]=[CH:14][C:13]([CH3:16])=[CH:12][C:3]=1[NH:4][C:5]1[CH:10]=[CH:9][N:8]=[C:7]([Cl:11])[N:6]=1.[F:17][C:18]([F:24])([F:23])[CH2:19][CH2:20][CH2:21]Br.C(=O)([O-])[O-].[K+].[K+]. Product: [CH3:2][CH2:3][CH2:12][CH:13]([CH3:16])[CH3:14].[Cl:11][C:7]1[N:6]=[C:5]([N:4]([CH2:21][CH2:20][CH2:19][C:18]([F:24])([F:23])[F:17])[C:3]2[CH:12]=[C:13]([CH3:16])[CH:14]=[CH:15][C:2]=2[F:1])[CH:10]=[CH:9][N:8]=1. The catalyst class is: 3. (4) Reactant: [Cl:1][C:2]1[CH:7]=[CH:6][C:5]([C@H:8]2[CH2:13][C@H:12]([C:14](=[O:21])[CH2:15][C:16](OCC)=[O:17])[CH2:11][CH2:10][N:9]2[C:22]([O:24][CH3:25])=[O:23])=[CH:4][CH:3]=1.[OH-].[Na+].[NH2:28]O.Cl. Product: [Cl:1][C:2]1[CH:7]=[CH:6][C:5]([C@H:8]2[CH2:13][C@H:12]([C:14]3[O:21][NH:28][C:16](=[O:17])[CH:15]=3)[CH2:11][CH2:10][N:9]2[C:22]([O:24][CH3:25])=[O:23])=[CH:4][CH:3]=1. The catalyst class is: 5. (5) Reactant: [CH3:1][O:2][C:3]1[CH:8]=[CH:7][CH:6]=[CH:5][C:4]=1[C:9]1[NH:13][C:12]2[C:14]([C:22]3[CH2:27][CH2:26][N:25](C(OC(C)(C)C)=O)[CH2:24][CH:23]=3)=[CH:15][C:16]([C:18]([F:21])([F:20])[F:19])=[CH:17][C:11]=2[N:10]=1.C(O)(C(F)(F)F)=O. Product: [CH3:1][O:2][C:3]1[CH:8]=[CH:7][CH:6]=[CH:5][C:4]=1[C:9]1[NH:13][C:12]2[C:14]([C:22]3[CH2:27][CH2:26][NH:25][CH2:24][CH:23]=3)=[CH:15][C:16]([C:18]([F:21])([F:19])[F:20])=[CH:17][C:11]=2[N:10]=1. The catalyst class is: 2. (6) Reactant: [Na:1].[CH2:2]1[O:4][CH2:3]1.[C:5]([OH:10])(=[O:9])[C:6]([CH3:8])=[CH2:7].[CH2:11]=[CH:12][C:13]1[CH:18]=[CH:17][CH:16]=[CH:15][CH:14]=1.[C:19]([OH:24])(=[O:23])[C:20]([CH3:22])=[CH2:21].[C:25]([O:29][CH2:30][CH2:31][CH2:32][CH3:33])(=[O:28])[CH:26]=[CH2:27].S(OOS([O-])(=O)=O)([O-])(=O)=O.[NH4+].[NH4+]. Product: [CH:11]([CH2:7][C:6](=[CH2:8])[C:5]([OH:10])=[O:9])=[CH:12][C:13]1[CH:18]=[CH:17][CH:16]=[CH:15][CH:14]=1.[C:25]([O:29][CH2:30][CH2:31][CH2:32][CH3:33])(=[O:28])[CH:26]=[CH2:27].[Na:1].[CH2:3]1[O:4][CH2:2]1.[C:19]([OH:24])(=[O:23])[C:20]([CH3:22])=[CH2:21]. The catalyst class is: 6. (7) Reactant: [OH:1][CH:2]1[CH:18]2[CH:9]([CH2:10][CH2:11][C:12]3[C:17]2([CH3:19])[CH2:16][CH2:15][C:14](=[O:20])[CH:13]=3)[CH:8]2[C:4]([CH3:24])([CH:5]([C:21]([OH:23])=[O:22])[CH2:6][CH2:7]2)[CH2:3]1.CO.[Si](C=[N+]=[N-])(C)(C)[CH3:28]. Product: [CH3:28][O:22][C:21]([CH:5]1[C:4]2([CH3:24])[CH:8]([CH:9]3[CH:18]([CH:2]([OH:1])[CH2:3]2)[C:17]2([CH3:19])[C:12](=[CH:13][C:14](=[O:20])[CH2:15][CH2:16]2)[CH2:11][CH2:10]3)[CH2:7][CH2:6]1)=[O:23]. The catalyst class is: 11. (8) Reactant: [Cl:1][C:2]1[CH:7]=[CH:6][CH:5]=[CH:4][C:3]=1[CH2:8][CH2:9][N:10]1[C:15](=[O:16])[C:14]([C:17](OC)=[O:18])=[CH:13][C:12]([C:21]2[CH:26]=[CH:25][C:24]([F:27])=[C:23]([CH3:28])[CH:22]=2)=[N:11]1.O.O.O.O.O.O.[Cl-].[Ce+3].[Cl-].[Cl-].[BH4-].[Na+].[Cl-].[NH4+]. Product: [Cl:1][C:2]1[CH:7]=[CH:6][CH:5]=[CH:4][C:3]=1[CH2:8][CH2:9][N:10]1[C:15](=[O:16])[C:14]([CH2:17][OH:18])=[CH:13][C:12]([C:21]2[CH:26]=[CH:25][C:24]([F:27])=[C:23]([CH3:28])[CH:22]=2)=[N:11]1. The catalyst class is: 36. (9) Reactant: [CH3:1][C:2]1[CH:9]=[C:8]([CH3:10])[CH:7]=[C:6]([CH3:11])[C:3]=1[CH:4]=O.[C:12]([O:16][C:17](=[O:40])[NH:18][C:19]1[N:28]([CH2:29][CH2:30][CH3:31])[CH2:27][C:26]2[C:21](=[CH:22][CH:23]=[C:24]([O:32][C:33]3[CH:38]=[CH:37][CH:36]=[C:35]([NH2:39])[CH:34]=3)[CH:25]=2)[N:20]=1)([CH3:15])([CH3:14])[CH3:13].[BH-](OC(C)=O)(OC(C)=O)OC(C)=O.[Na+].CO. Product: [C:12]([O:16][C:17](=[O:40])[NH:18][C:19]1[N:28]([CH2:29][CH2:30][CH3:31])[CH2:27][C:26]2[C:21](=[CH:22][CH:23]=[C:24]([O:32][C:33]3[CH:38]=[CH:37][CH:36]=[C:35]([NH:39][CH2:4][C:3]4[C:2]([CH3:1])=[CH:9][C:8]([CH3:10])=[CH:7][C:6]=4[CH3:11])[CH:34]=3)[CH:25]=2)[N:20]=1)([CH3:13])([CH3:14])[CH3:15]. The catalyst class is: 26. (10) Reactant: [CH3:1][NH:2][C:3](=O)[CH2:4][O:5][CH2:6][CH2:7][O:8][C:9]1[CH:14]=[CH:13][C:12]([N+:15]([O-:17])=[O:16])=[CH:11][CH:10]=1.B.C1COCC1. Product: [CH3:1][NH:2][CH2:3][CH2:4][O:5][CH2:6][CH2:7][O:8][C:9]1[CH:10]=[CH:11][C:12]([N+:15]([O-:17])=[O:16])=[CH:13][CH:14]=1. The catalyst class is: 1.